Dataset: Forward reaction prediction with 1.9M reactions from USPTO patents (1976-2016). Task: Predict the product of the given reaction. (1) Given the reactants [OH:1][C:2]([C:4]([F:7])([F:6])[F:5])=[O:3].[C:8]([C:12]1[N:13](O)[C:14]2[C:23]3[CH:22]=[N:21][N:20]=[C:19]([O:24][CH3:25])[C:18]=3[C:17]3[CH:26]=[C:27]([F:30])[CH:28]=[CH:29][C:16]=3[C:15]=2[N:31]=1)([CH3:11])([CH3:10])[CH3:9].C(P(CC)CC)C, predict the reaction product. The product is: [OH:3][C:2]([C:4]([F:7])([F:6])[F:5])=[O:1].[C:8]([C:12]1[NH:13][C:14]2[C:23]3[CH:22]=[N:21][N:20]=[C:19]([O:24][CH3:25])[C:18]=3[C:17]3[C:16](=[CH:29][CH:28]=[C:27]([F:30])[CH:26]=3)[C:15]=2[N:31]=1)([CH3:11])([CH3:9])[CH3:10]. (2) Given the reactants [C:1]([C:5]1[C:9]([Cl:10])=[C:8]([C:11]2[NH:28][C:14]3[C:15]([O:26][CH3:27])=[N:16][C:17]([C:19]4[CH:24]=[CH:23][CH:22]=[CH:21][C:20]=4[Cl:25])=[CH:18][C:13]=3[N:12]=2)[N:7]([CH3:29])[N:6]=1)([CH3:4])([CH3:3])[CH3:2].O1CCCC1.C[O-].[K+:37], predict the reaction product. The product is: [C:1]([C:5]1[C:9]([Cl:10])=[C:8]([C:11]2[N-:28][C:14]3[C:15]([O:26][CH3:27])=[N:16][C:17]([C:19]4[CH:24]=[CH:23][CH:22]=[CH:21][C:20]=4[Cl:25])=[CH:18][C:13]=3[N:12]=2)[N:7]([CH3:29])[N:6]=1)([CH3:4])([CH3:2])[CH3:3].[K+:37]. (3) Given the reactants Cl.[Cl:2][C:3]1[C:12]2[C:11](=[O:13])[NH:10][C@H:9]3[CH2:14][NH:15][CH2:16][C@@H:8]3[C:7]=2[CH:6]=[C:5]([CH2:17][CH3:18])[CH:4]=1.[CH3:19][C:20]([CH3:22])=O.[BH4-].[Na+].Cl, predict the reaction product. The product is: [ClH:2].[Cl:2][C:3]1[C:12]2[C:11](=[O:13])[NH:10][C@H:9]3[CH2:14][N:15]([CH:20]([CH3:22])[CH3:19])[CH2:16][C@@H:8]3[C:7]=2[CH:6]=[C:5]([CH2:17][CH3:18])[CH:4]=1. (4) Given the reactants [CH3:1][O:2][C:3]1[CH:4]=[C:5]([NH:11][C:12]2[N:17]=[C:16]([N:18]3[CH:22]=[CH:21][C:20]([C:23]([F:26])([F:25])[F:24])=[N:19]3)[C:15]([C:27]3[CH:28]=[C:29]([C:35]([OH:37])=O)[C:30]([S:33][CH3:34])=[N:31][CH:32]=3)=[CH:14][N:13]=2)[CH:6]=[C:7]([O:9][CH3:10])[CH:8]=1.[I-].ClC1C=CC=C[N+]=1C.[CH3:47][S:48]([NH2:51])(=[O:50])=[O:49], predict the reaction product. The product is: [CH3:10][O:9][C:7]1[CH:6]=[C:5]([NH:11][C:12]2[N:17]=[C:16]([N:18]3[CH:22]=[CH:21][C:20]([C:23]([F:24])([F:25])[F:26])=[N:19]3)[C:15]([C:27]3[CH:28]=[C:29]([C:35]([NH:51][S:48]([CH3:47])(=[O:50])=[O:49])=[O:37])[C:30]([S:33][CH3:34])=[N:31][CH:32]=3)=[CH:14][N:13]=2)[CH:4]=[C:3]([O:2][CH3:1])[CH:8]=1. (5) Given the reactants C([Li])CCC.Br[C:7]1[CH:12]=[CH:11][C:10]([CH3:13])=[CH:9][N:8]=1.Br[C:15]1[N:20]=[CH:19][CH:18]=[CH:17][N:16]=1.CO, predict the reaction product. The product is: [CH3:13][C:10]1[CH:11]=[CH:12][C:7]([C:15]2[N:20]=[CH:19][CH:18]=[CH:17][N:16]=2)=[N:8][CH:9]=1. (6) The product is: [CH3:21][O:20][C:14]1[CH:13]=[C:12]([CH:17]=[C:16]([O:18][CH3:19])[CH:15]=1)[CH2:11][CH2:10][C:8]1[N:9]=[C:4]2[CH:3]=[C:2]([C:31]3[CH:32]=[C:33]4[C:37](=[CH:38][CH:39]=3)[NH:36][C:35](=[O:40])[CH2:34]4)[NH:22][C:5]2=[N:6][CH:7]=1. Given the reactants Br[C:2]1[NH:22][C:5]2=[N:6][CH:7]=[C:8]([CH2:10][CH2:11][C:12]3[CH:17]=[C:16]([O:18][CH3:19])[CH:15]=[C:14]([O:20][CH3:21])[CH:13]=3)[N:9]=[C:4]2[CH:3]=1.CC1(C)C(C)(C)OB([C:31]2[CH:32]=[C:33]3[C:37](=[CH:38][CH:39]=2)[NH:36][C:35](=[O:40])[CH2:34]3)O1, predict the reaction product. (7) Given the reactants [CH2:1]([C:3]1[N:13]([C:14]2[CH:19]=[CH:18][C:17]([CH2:20][CH2:21][N:22]=[N+]=[N-])=[CH:16][CH:15]=2)[C:6]2=[N:7][C:8]([Cl:12])=[C:9]([Cl:11])[CH:10]=[C:5]2[N:4]=1)[CH3:2], predict the reaction product. The product is: [CH2:1]([C:3]1[N:13]([C:14]2[CH:19]=[CH:18][C:17]([CH2:20][CH2:21][NH2:22])=[CH:16][CH:15]=2)[C:6]2=[N:7][C:8]([Cl:12])=[C:9]([Cl:11])[CH:10]=[C:5]2[N:4]=1)[CH3:2]. (8) Given the reactants O.O.O.C([O-])(=O)C.[Na+].[C:9]([C:12]1[NH:16][C:15]([C:17]#[N:18])=[CH:14][CH:13]=1)(=O)[CH3:10].Cl.[NH2:20][NH:21][C:22]([NH2:24])=[O:23], predict the reaction product. The product is: [C:17]([C:15]1[NH:16][C:12]([C:9](=[N:20][NH:21][C:22]([NH2:24])=[O:23])[CH3:10])=[CH:13][CH:14]=1)#[N:18].